The task is: Predict the product of the given reaction.. This data is from Forward reaction prediction with 1.9M reactions from USPTO patents (1976-2016). Given the reactants [CH3:1][O:2][C:3]1[CH:4]=[C:5]([CH:11]([C:13]2[CH:23]=[CH:22][C:16]3[N:17]([CH3:21])[C:18]([CH3:20])=[N:19][C:15]=3[CH:14]=2)[OH:12])[CH:6]=[C:7]([O:9][CH3:10])[CH:8]=1, predict the reaction product. The product is: [CH3:10][O:9][C:7]1[CH:6]=[C:5]([C:11]([C:13]2[CH:23]=[CH:22][C:16]3[N:17]([CH3:21])[C:18]([CH3:20])=[N:19][C:15]=3[CH:14]=2)=[O:12])[CH:4]=[C:3]([O:2][CH3:1])[CH:8]=1.